Task: Predict which catalyst facilitates the given reaction.. Dataset: Catalyst prediction with 721,799 reactions and 888 catalyst types from USPTO (1) Reactant: C(OO)(=[O:3])C.OO.C(OC(=O)C)(=O)C.[Cl:15][CH2:16][CH2:17][N:18]([CH2:45][CH2:46][Cl:47])[C:19]1[CH:24]=[CH:23][C:22]([C:25]([CH3:43])([CH2:34][NH:35][C:36]([O:38][C:39]([CH3:42])([CH3:41])[CH3:40])=[O:37])[CH2:26][C:27]([O:29][C:30]([CH3:33])([CH3:32])[CH3:31])=[O:28])=[C:21]([CH3:44])[CH:20]=1. Product: [C:30]([O:29][C:27](=[O:28])[CH2:26][C:25]([C:22]1[CH:23]=[CH:24][C:19]([N+:18]([O-:3])([CH2:45][CH2:46][Cl:47])[CH2:17][CH2:16][Cl:15])=[CH:20][C:21]=1[CH3:44])([CH2:34][NH:35][C:36]([O:38][C:39]([CH3:40])([CH3:42])[CH3:41])=[O:37])[CH3:43])([CH3:33])([CH3:32])[CH3:31]. The catalyst class is: 4. (2) Reactant: [BH3-]C#N.[Na+].[Cl:5][C:6]1[CH:12]=[CH:11][C:9]([NH2:10])=[C:8]([O:13][C:14]2[CH:19]=[CH:18][C:17]([O:20][CH3:21])=[CH:16][CH:15]=2)[CH:7]=1.[C:22]([N:29]1[CH2:35][CH2:34][CH2:33][C@H:30]1[CH:31]=O)([O:24][C:25]([CH3:28])([CH3:27])[CH3:26])=[O:23]. Product: [C:25]([O:24][C:22]([N:29]1[CH2:35][CH2:34][CH2:33][C@H:30]1[CH2:31][NH:10][C:9]1[CH:11]=[CH:12][C:6]([Cl:5])=[CH:7][C:8]=1[O:13][C:14]1[CH:19]=[CH:18][C:17]([O:20][CH3:21])=[CH:16][CH:15]=1)=[O:23])([CH3:28])([CH3:26])[CH3:27]. The catalyst class is: 467. (3) Product: [ClH:1].[C:2]([C:4]1[CH:9]=[CH:8][N:7]=[C:6]([NH:10][C:11]2[N:16]=[C:15]([C:17]3[CH:18]=[N:19][C:20]([N:23]4[CH2:24][CH2:25][N:26]([CH2:29][C:30]([NH2:37])=[O:31])[CH2:27][CH2:28]4)=[CH:21][CH:22]=3)[CH:14]=[C:13]([CH:33]3[CH2:35][CH2:34]3)[CH:12]=2)[CH:5]=1)#[N:3]. The catalyst class is: 13. Reactant: [ClH:1].[C:2]([C:4]1[CH:9]=[CH:8][N:7]=[C:6]([NH:10][C:11]2[N:16]=[C:15]([C:17]3[CH:18]=[N:19][C:20]([N:23]4[CH2:28][CH2:27][N:26]([CH2:29][C:30](O)=[O:31])[CH2:25][CH2:24]4)=[CH:21][CH:22]=3)[CH:14]=[C:13]([CH:33]3[CH2:35][CH2:34]3)[CH:12]=2)[CH:5]=1)#[N:3].C[N:37](C=O)C.C(N(CC)C(C)C)(C)C.[Cl-].[NH4+]. (4) Reactant: [O:1]=[C:2]1[CH2:7][CH2:6][N:5]([C:8]([O:10][CH2:11][C:12]2[CH:17]=[CH:16][CH:15]=[CH:14][CH:13]=2)=[O:9])[CH2:4][CH2:3]1.C[Li].[CH2:20](OCC)C.N1(C([O-])=O)CCC(=O)CC1.[Cl-].[NH4+]. Product: [OH:1][C:2]1([CH3:20])[CH2:3][CH2:4][N:5]([C:8]([O:10][CH2:11][C:12]2[CH:17]=[CH:16][CH:15]=[CH:14][CH:13]=2)=[O:9])[CH2:6][CH2:7]1. The catalyst class is: 7. (5) Reactant: Br[C:2]1[C:3]2[N:4]([C:8](=[O:23])[N:9]([CH2:11][CH2:12][C:13]3[CH:22]=[CH:21][C:20]4[C:15](=[CH:16][CH:17]=[CH:18][CH:19]=4)[N:14]=3)[N:10]=2)[CH:5]=[CH:6][CH:7]=1.N#N.C([Sn](CCCC)(CCCC)[C:31]1[O:32][CH:33]=[CH:34][N:35]=1)CCC. Product: [O:32]1[CH:33]=[CH:34][N:35]=[C:31]1[C:2]1[C:3]2[N:4]([C:8](=[O:23])[N:9]([CH2:11][CH2:12][C:13]3[CH:22]=[CH:21][C:20]4[C:15](=[CH:16][CH:17]=[CH:18][CH:19]=4)[N:14]=3)[N:10]=2)[CH:5]=[CH:6][CH:7]=1. The catalyst class is: 176. (6) Reactant: O=C1C2C=C(C=O)C=CC=2C(=O)C2C1=CC=CC=2.[C:19]1([NH:25][C:26]2[CH:31]=[CH:30][CH:29]=[CH:28][C:27]=2[NH2:32])C=CC=CC=1.C1(C)C=CC=CC=1. Product: [N:32]1[C:27]2[CH:28]=[CH:29][CH:30]=[CH:31][C:26]=2[NH:25][CH:19]=1. The catalyst class is: 15.